From a dataset of NCI-60 drug combinations with 297,098 pairs across 59 cell lines. Regression. Given two drug SMILES strings and cell line genomic features, predict the synergy score measuring deviation from expected non-interaction effect. (1) Drug 1: CC1=C(C=C(C=C1)NC(=O)C2=CC=C(C=C2)CN3CCN(CC3)C)NC4=NC=CC(=N4)C5=CN=CC=C5. Drug 2: C(CN)CNCCSP(=O)(O)O. Cell line: SNB-19. Synergy scores: CSS=-2.39, Synergy_ZIP=1.26, Synergy_Bliss=0.505, Synergy_Loewe=-3.83, Synergy_HSA=-4.27. (2) Drug 1: C1CC(=O)NC(=O)C1N2CC3=C(C2=O)C=CC=C3N. Drug 2: C1=NNC2=C1C(=O)NC=N2. Cell line: IGROV1. Synergy scores: CSS=11.2, Synergy_ZIP=-4.02, Synergy_Bliss=1.08, Synergy_Loewe=1.27, Synergy_HSA=1.30. (3) Drug 1: C(=O)(N)NO. Drug 2: C(CC(=O)O)C(=O)CN.Cl. Cell line: HCT116. Synergy scores: CSS=-4.10, Synergy_ZIP=5.83, Synergy_Bliss=9.07, Synergy_Loewe=-0.245, Synergy_HSA=1.56.